Predict the product of the given reaction. From a dataset of Forward reaction prediction with 1.9M reactions from USPTO patents (1976-2016). (1) Given the reactants S([O-])([O-])(=O)=O.[Mg+2].[C:7]1([CH2:13][NH2:14])[CH:12]=[CH:11][CH:10]=[CH:9][CH:8]=1.[C:15]1(=O)[CH2:20][CH2:19][CH2:18][CH2:17][CH2:16]1, predict the reaction product. The product is: [C:15]1(=[N:14][CH2:13][C:7]2[CH:12]=[CH:11][CH:10]=[CH:9][CH:8]=2)[CH2:20][CH2:19][CH2:18][CH2:17][CH2:16]1. (2) Given the reactants Cl[CH2:2][CH2:3][O:4][C:5]1[C:13]2[C:8](=[N:9][CH:10]=[N:11][C:12]=2[NH:14][C:15]2[CH:20]=[CH:19][C:18]([O:21][CH2:22][C:23]3[CH:28]=[CH:27][CH:26]=[CH:25][N:24]=3)=[C:17]([Cl:29])[CH:16]=2)[NH:7][N:6]=1.[NH:30]1[CH2:34][CH2:33][C@@H:32]([OH:35])[CH2:31]1, predict the reaction product. The product is: [Cl:29][C:17]1[CH:16]=[C:15]([NH:14][C:12]2[N:11]=[CH:10][N:9]=[C:8]3[NH:7][N:6]=[C:5]([O:4][CH2:3][CH2:2][N:30]4[CH2:34][CH2:33][C@@H:32]([OH:35])[CH2:31]4)[C:13]=23)[CH:20]=[CH:19][C:18]=1[O:21][CH2:22][C:23]1[CH:28]=[CH:27][CH:26]=[CH:25][N:24]=1. (3) Given the reactants [F:1][C:2]1[C:3](Cl)=[N:4][C:5]([Cl:8])=[N:6][CH:7]=1.[CH:10]1(B(O)O)[CH2:12][CH2:11]1.[O-]P([O-])([O-])=O.[K+].[K+].[K+].C(Cl)Cl, predict the reaction product. The product is: [Cl:8][C:5]1[N:4]=[C:3]([CH:10]2[CH2:12][CH2:11]2)[C:2]([F:1])=[CH:7][N:6]=1. (4) Given the reactants [CH2:1]([O:5][C:6]1[CH:11]=[C:10](Cl)[N:9]=[CH:8][N:7]=1)[C:2]#[C:3][CH3:4].C(=O)([O-])[O-].Cl.[CH3:18][CH:19]1[CH:23]([CH3:24])[CH2:22][NH:21][CH2:20]1.[Cl-].[NH4+], predict the reaction product. The product is: [CH2:1]([O:5][C:6]1[CH:11]=[C:10]([N:21]2[CH2:22][CH:23]([CH3:24])[CH:19]([CH3:18])[CH2:20]2)[N:9]=[CH:8][N:7]=1)[C:2]#[C:3][CH3:4]. (5) Given the reactants FC(F)(F)C(O)=O.C(OC([N:15]1[CH2:21][CH2:20][CH2:19][C@H:18]([N:22]([CH2:29][C:30]2[CH:35]=[C:34]([C:36]([F:39])([F:38])[F:37])[CH:33]=[C:32]([C:40]([F:43])([F:42])[F:41])[CH:31]=2)[C:23]2[N:24]=[N:25][N:26]([CH3:28])[N:27]=2)[C:17]2[CH:44]=[C:45]([CH2:52][CH3:53])[C:46]([C:48]([F:51])([F:50])[F:49])=[CH:47][C:16]1=2)=O)(C)(C)C, predict the reaction product. The product is: [F:42][C:40]([F:41])([F:43])[C:32]1[CH:31]=[C:30]([CH:35]=[C:34]([C:36]([F:39])([F:38])[F:37])[CH:33]=1)[CH2:29][N:22]([C:23]1[N:24]=[N:25][N:26]([CH3:28])[N:27]=1)[C@H:18]1[CH2:19][CH2:20][CH2:21][NH:15][C:16]2[CH:47]=[C:46]([C:48]([F:49])([F:50])[F:51])[C:45]([CH2:52][CH3:53])=[CH:44][C:17]1=2. (6) Given the reactants [H-].[Na+].[CH3:3][C:4]1[S:14][C:7]2[NH:8][C:9](=[O:13])O[C:11](=[O:12])[C:6]=2[CH:5]=1.[F:15][C:16]1[CH:17]=[C:18]([CH:21]=[CH:22][CH:23]=1)[CH2:19]Br.[CH2:24](C(CC)(C([O-])=O)C([O-])=O)[CH3:25].[C:35](=[O:38])([O-])[O-:36].[Na+].[Na+].[CH3:41]N(C=O)C, predict the reaction product. The product is: [CH2:24]([O:36][C:35]([C:41]1[C:9](=[O:13])[N:8]([CH2:19][C:18]2[CH:21]=[CH:22][CH:23]=[C:16]([F:15])[CH:17]=2)[C:7]2[S:14][C:4]([CH3:3])=[CH:5][C:6]=2[C:11]=1[OH:12])=[O:38])[CH3:25]. (7) Given the reactants Br[CH2:2][C:3]1[CH:12]=[CH:11][C:6]([C:7]([O:9][CH3:10])=[O:8])=[CH:5][CH:4]=1.[CH3:13][NH:14][CH2:15][CH2:16][NH:17][CH3:18].C(N(CC)CC)C.C(=O)(O)[O-].[Na+], predict the reaction product. The product is: [CH3:13][N:14]([CH2:2][C:3]1[CH:12]=[CH:11][C:6]([C:7]([O:9][CH3:10])=[O:8])=[CH:5][CH:4]=1)[CH2:15][CH2:16][NH:17][CH3:18].